Predict the reactants needed to synthesize the given product. From a dataset of Full USPTO retrosynthesis dataset with 1.9M reactions from patents (1976-2016). (1) Given the product [CH3:31][N:32]1[CH2:33][CH2:34][N:35]([C:38]2[CH:43]=[CH:42][C:41]([NH:44][CH:2]=[C:3]3[C:11]4[C:6](=[CH:7][C:8]([C:12]([C:14]5[CH:15]=[C:16]([NH:20][C:21]([C:23]6[CH:24]=[N:25][N:26]([CH3:29])[C:27]=6[CH3:28])=[O:22])[CH:17]=[CH:18][CH:19]=5)=[O:13])=[CH:9][CH:10]=4)[NH:5][C:4]3=[O:30])=[CH:40][CH:39]=2)[CH2:36][CH2:37]1, predict the reactants needed to synthesize it. The reactants are: O[CH:2]=[C:3]1[C:11]2[C:6](=[CH:7][C:8]([C:12]([C:14]3[CH:15]=[C:16]([NH:20][C:21]([C:23]4[CH:24]=[N:25][N:26]([CH3:29])[C:27]=4[CH3:28])=[O:22])[CH:17]=[CH:18][CH:19]=3)=[O:13])=[CH:9][CH:10]=2)[NH:5][C:4]1=[O:30].[CH3:31][N:32]1[CH2:37][CH2:36][N:35]([C:38]2[CH:43]=[CH:42][C:41]([NH2:44])=[CH:40][CH:39]=2)[CH2:34][CH2:33]1. (2) Given the product [NH2:1][C:2]1[CH:7]=[CH:6][C:5]([Cl:8])=[CH:4][C:3]=1[O:9][C:18]1[CH:17]=[CH:16][C:13]([C:14]#[N:15])=[CH:12][C:11]=1[Cl:10], predict the reactants needed to synthesize it. The reactants are: [NH2:1][C:2]1[CH:7]=[CH:6][C:5]([Cl:8])=[CH:4][C:3]=1[OH:9].[Cl:10][C:11]1[CH:12]=[C:13]([CH:16]=[CH:17][C:18]=1F)[C:14]#[N:15]. (3) Given the product [OH:48][C:45]([CH3:46])([CH3:47])[CH2:44][C@@:35]1([C:38]2[CH:43]=[CH:42][CH:41]=[CH:40][CH:39]=2)[O:34][C:33](=[O:49])[N:32]([C@H:30]([C:27]2[CH:26]=[CH:25][C:24]([C:9]3[CH:10]=[CH:11][CH:12]=[C:13]([N:15]4[CH2:20][CH2:19][CH2:18][CH2:17][C:16]4=[O:21])[N:14]=3)=[CH:29][CH:28]=2)[CH3:31])[CH2:37][CH2:36]1, predict the reactants needed to synthesize it. The reactants are: CC1(C)C(C)(C)OB([C:9]2[N:14]=[C:13]([N:15]3[CH2:20][CH2:19][CH2:18][CH2:17][C:16]3=[O:21])[CH:12]=[CH:11][CH:10]=2)O1.Br[C:24]1[CH:29]=[CH:28][C:27]([C@@H:30]([N:32]2[CH2:37][CH2:36][C@:35]([CH2:44][C:45]([OH:48])([CH3:47])[CH3:46])([C:38]3[CH:43]=[CH:42][CH:41]=[CH:40][CH:39]=3)[O:34][C:33]2=[O:49])[CH3:31])=[CH:26][CH:25]=1. (4) The reactants are: NC(N)=O.[NH2:5][C:6]1[CH:7]=[CH:8][C:9]([N:12]2[CH2:17][CH2:16][C:15]3=[C:18]([C:21]([NH2:23])=[O:22])[NH:19][N:20]=[C:14]3[CH2:13]2)=[N:10][CH:11]=1.[F:24][C:25]1[CH:30]=[CH:29][C:28]([C:31]([F:34])([F:33])[F:32])=[CH:27][C:26]=1[N:35]=[C:36]=[O:37]. Given the product [F:24][C:25]1[CH:30]=[CH:29][C:28]([C:31]([F:34])([F:33])[F:32])=[CH:27][C:26]=1[NH:35][C:36](=[O:37])[NH:5][C:6]1[CH:7]=[CH:8][C:9]([N:12]2[CH2:17][CH2:16][C:15]3=[C:18]([C:21]([NH2:23])=[O:22])[NH:19][N:20]=[C:14]3[CH2:13]2)=[N:10][CH:11]=1, predict the reactants needed to synthesize it. (5) Given the product [C:1]([O:4][C:5]1[C:10]([CH3:11])=[C:9]([C:12]2[O:13][C:14]3[CH:20]=[C:19]([C:1]([O:4][CH3:5])=[O:3])[CH:18]=[CH:17][C:15]=3[CH:16]=2)[O:8][C:7](=[O:29])[C:6]=1[CH3:30])(=[O:3])[CH3:2], predict the reactants needed to synthesize it. The reactants are: [C:1]([O:4][C:5]1[C:10]([CH3:11])=[C:9]([C:12]2[O:13][C:14]3[CH:20]=[C:19](OS(C(F)(F)F)(=O)=O)[CH:18]=[CH:17][C:15]=3[CH:16]=2)[O:8][C:7](=[O:29])[C:6]=1[CH3:30])(=[O:3])[CH3:2].CCN(CC)CC.C1(P(CCC)C2C=CC=CC=2)C=CC=CC=1. (6) Given the product [C:1]([C:5]1[CH:10]=[CH:9][N:8]=[C:7]([N:11]([CH3:20])[C:12]2[CH:17]=[CH:16][N:15]=[C:14]([S:18]([CH3:19])=[O:29])[N:13]=2)[N:6]=1)([CH3:4])([CH3:2])[CH3:3], predict the reactants needed to synthesize it. The reactants are: [C:1]([C:5]1[CH:10]=[CH:9][N:8]=[C:7]([N:11]([CH3:20])[C:12]2[CH:17]=[CH:16][N:15]=[C:14]([S:18][CH3:19])[N:13]=2)[N:6]=1)([CH3:4])([CH3:3])[CH3:2].ClC1C=CC=C(C(OO)=[O:29])C=1. (7) Given the product [O:23]([CH2:22][C@@H:18]1[CH2:19][CH2:20][CH2:21][N:17]1[S:14]([C:10]1[CH:11]=[CH:12][C:13]2[N:5]3[CH2:4][CH2:3][CH2:2][N:1]=[C:6]3[C:7]3([O:34][CH2:33][CH2:32][CH2:31][O:30]3)[C:8]=2[CH:9]=1)(=[O:16])=[O:15])[C:24]1[CH:29]=[CH:28][CH:27]=[CH:26][CH:25]=1, predict the reactants needed to synthesize it. The reactants are: [NH2:1][CH2:2][CH2:3][CH2:4][N:5]1[C:13]2[C:8](=[CH:9][C:10]([S:14]([N:17]3[CH2:21][CH2:20][CH2:19][C@H:18]3[CH2:22][O:23][C:24]3[CH:29]=[CH:28][CH:27]=[CH:26][CH:25]=3)(=[O:16])=[O:15])=[CH:11][CH:12]=2)[C:7]2([O:34][CH2:33][CH2:32][CH2:31][O:30]2)[C:6]1=O.N. (8) Given the product [C:3]1(=[O:15])[C:4]2[S:8][C:7]3[CH2:9][CH2:10][CH2:11][CH2:12][C:6]=3[C:5]=2[CH2:1][CH2:2][NH:13]1, predict the reactants needed to synthesize it. The reactants are: [CH2:1]1[C:5]2[C:6]3[CH2:12][CH2:11][CH2:10][CH2:9][C:7]=3[S:8][C:4]=2[C:3](=[N:13]O)[CH2:2]1.[OH2:15]. (9) Given the product [F:30][C:27]1[CH:28]=[CH:29][C:24]([CH:21]2[CH2:22][CH2:23][N:18]([C:2]([O:4][CH2:5][CH2:6][Si:7]([CH3:10])([CH3:9])[CH3:8])=[O:3])[CH2:19][CH:20]2[O:31][CH2:32][C:33]2[CH:42]=[C:41]([O:43][CH2:44][O:45][CH2:46][CH2:47][Si:48]([CH3:51])([CH3:50])[CH3:49])[C:40]3[C:35](=[CH:36][CH:37]=[CH:38][CH:39]=3)[CH:34]=2)=[CH:25][CH:26]=1, predict the reactants needed to synthesize it. The reactants are: Cl[C:2]([O:4][CH2:5][CH2:6][Si:7]([CH3:10])([CH3:9])[CH3:8])=[O:3].C([N:18]1[CH2:23][CH2:22][CH:21]([C:24]2[CH:29]=[CH:28][C:27]([F:30])=[CH:26][CH:25]=2)[CH:20]([O:31][CH2:32][C:33]2[CH:42]=[C:41]([O:43][CH2:44][O:45][CH2:46][CH2:47][Si:48]([CH3:51])([CH3:50])[CH3:49])[C:40]3[C:35](=[CH:36][CH:37]=[CH:38][CH:39]=3)[CH:34]=2)[CH2:19]1)C1C=CC=CC=1.